Dataset: Full USPTO retrosynthesis dataset with 1.9M reactions from patents (1976-2016). Task: Predict the reactants needed to synthesize the given product. Given the product [ClH:31].[NH:21]1[CH2:22][CH2:23][CH:18]([N:17]2[C:13]([C:1]3[C:11]4=[C:12]5[C:7](=[CH:8][CH:9]=[CH:10]4)[CH2:6][CH2:5][CH2:4][N:3]5[CH:2]=3)=[N:14][N:15]=[N:16]2)[CH2:19][CH2:20]1, predict the reactants needed to synthesize it. The reactants are: [C:1]1([C:13]2[N:17]([CH:18]3[CH2:23][CH2:22][N:21](C(OC(C)(C)C)=O)[CH2:20][CH2:19]3)[N:16]=[N:15][N:14]=2)[C:11]2=[C:12]3[C:7](=[CH:8][CH:9]=[CH:10]2)[CH2:6][CH2:5][CH2:4][N:3]3[CH:2]=1.[ClH:31].